From a dataset of Full USPTO retrosynthesis dataset with 1.9M reactions from patents (1976-2016). Predict the reactants needed to synthesize the given product. (1) Given the product [O:5]=[C:4]([C:6]1[CH:7]=[C:8]2[CH:14]=[CH:13][O:12][C:9]2=[CH:10][N:11]=1)[CH2:20][C:19]([O:22][CH2:23][CH3:24])=[O:21], predict the reactants needed to synthesize it. The reactants are: C(O[C:4]([C:6]1[CH:7]=[C:8]2[CH:14]=[CH:13][O:12][C:9]2=[CH:10][N:11]=1)=[O:5])C.[O-]CC.[Na+].[C:19]([O:22][CH2:23][CH3:24])(=[O:21])[CH3:20].C(O)(=O)C. (2) The reactants are: [NH2:1][C:2]1[CH:3]=[C:4]([NH:8][C:9](=[O:11])[CH3:10])[CH:5]=[CH:6][CH:7]=1.C(OC(NCCCC[C@H]([NH:28][C:29]([O:31][CH2:32][CH:33]1[C:45]2[CH:44]=[CH:43][CH:42]=[CH:41][C:40]=2[C:39]2[C:34]1=[CH:35][CH:36]=[CH:37][CH:38]=2)=[O:30])C(O)=O)=O)(C)(C)C. Given the product [CH:35]1[C:34]2[CH:33]([CH2:32][O:31][C:29](=[O:30])[NH:28][C@H:10]([C:9](=[O:11])[NH:8][C:4]3[CH:5]=[CH:6][CH:7]=[C:2]([NH:1][C:9](=[O:11])[CH3:10])[CH:3]=3)[CH2:5][CH2:6][CH2:7][CH2:2][NH2:1])[C:45]3[C:40](=[CH:41][CH:42]=[CH:43][CH:44]=3)[C:39]=2[CH:38]=[CH:37][CH:36]=1, predict the reactants needed to synthesize it. (3) Given the product [OH:22][C:7]1[C:8]2[S:15][C:14]([C:16]3[CH:17]=[CH:18][CH:19]=[CH:20][CH:21]=3)=[N:13][C:9]=2[C:10]([CH3:12])=[N:11][C:6]=1[C:4]([NH:23][CH2:24][C:25]([OH:27])=[O:26])=[O:5], predict the reactants needed to synthesize it. The reactants are: C(O[C:4]([C:6]1[N:11]=[C:10]([CH3:12])[C:9]2[N:13]=[C:14]([C:16]3[CH:21]=[CH:20][CH:19]=[CH:18][CH:17]=3)[S:15][C:8]=2[C:7]=1[OH:22])=[O:5])C.[NH2:23][CH2:24][C:25]([OH:27])=[O:26]. (4) The reactants are: [NH2:1][C:2]1[CH:7]=[CH:6][C:5]([OH:8])=[CH:4][CH:3]=1.N1C=CN=C1.[Si:14](Cl)([C:17]([CH3:20])([CH3:19])[CH3:18])([CH3:16])[CH3:15].O. Given the product [Si:14]([O:8][C:5]1[CH:6]=[CH:7][C:2]([NH2:1])=[CH:3][CH:4]=1)([C:17]([CH3:20])([CH3:19])[CH3:18])([CH3:16])[CH3:15], predict the reactants needed to synthesize it. (5) Given the product [Br:15][C:16]1[CH:17]=[CH:18][C:19]([C@@H:22]([C:30]2[CH:35]=[CH:34][CH:33]=[CH:32][C:31]=2[CH3:36])[CH2:23][C:24]([C:7]2[CH:8]=[N:9][C:10]([O:13][CH3:14])=[N:11][CH:12]=2)=[O:25])=[CH:20][CH:21]=1, predict the reactants needed to synthesize it. The reactants are: C([Li])CCC.Br[C:7]1[CH:8]=[N:9][C:10]([O:13][CH3:14])=[N:11][CH:12]=1.[Br:15][C:16]1[CH:21]=[CH:20][C:19]([C@@H:22]([C:30]2[CH:35]=[CH:34][CH:33]=[CH:32][C:31]=2[CH3:36])[CH2:23][C:24](N(OC)C)=[O:25])=[CH:18][CH:17]=1.[Cl-].[NH4+]. (6) Given the product [C:20]([O:24][C:25](=[O:43])[N:26]([C@:28]([C:35]1[CH:40]=[CH:39][C:38]([Cl:41])=[C:37]([Cl:42])[CH:36]=1)([CH2:32][CH:33]=[CH2:34])[CH2:29][N:30]([CH3:31])[C:15](=[O:16])[CH2:14][C:13]([F:19])([F:18])[F:12])[CH3:27])([CH3:21])([CH3:22])[CH3:23], predict the reactants needed to synthesize it. The reactants are: O.ON1C2C=CC=CC=2N=N1.[F:12][C:13]([F:19])([F:18])[CH2:14][C:15](O)=[O:16].[C:20]([O:24][C:25](=[O:43])[N:26]([C@:28]([C:35]1[CH:40]=[CH:39][C:38]([Cl:41])=[C:37]([Cl:42])[CH:36]=1)([CH2:32][CH:33]=[CH2:34])[CH2:29][NH:30][CH3:31])[CH3:27])([CH3:23])([CH3:22])[CH3:21].O.